Dataset: CYP3A4 inhibition data for predicting drug metabolism from PubChem BioAssay. Task: Regression/Classification. Given a drug SMILES string, predict its absorption, distribution, metabolism, or excretion properties. Task type varies by dataset: regression for continuous measurements (e.g., permeability, clearance, half-life) or binary classification for categorical outcomes (e.g., BBB penetration, CYP inhibition). Dataset: cyp3a4_veith. (1) The compound is COCCn1c(=O)cnc2cnc(Nc3cccc(OC)c3)nc21. The result is 1 (inhibitor). (2) The drug is C/C(CCN1CCCCc2nc(C)c(C)cc21)=N\O[C@@H](C)c1cn([C@@H]2COC[C@@H]2O)nn1. The result is 0 (non-inhibitor). (3) The compound is Oc1ccccc1CNCc1ccccc1O. The result is 0 (non-inhibitor). (4) The molecule is COCc1nnc(NC(=O)c2ccc(S(=O)(=O)N3CCCCCC3)cc2)o1. The result is 0 (non-inhibitor). (5) The compound is COc1ccc(CNc2ncnc3ccc(-c4ccc(C(=O)N(C)C)cc4)cc23)c(OC)c1. The result is 1 (inhibitor). (6) The drug is NC(N)=Nc1ccc2[nH]c3c(c2c1)C[C@]1(O)[C@@H]2Cc4ccc(O)c5c4[C@]1(CCN2CC1CC1)[C@@H]3O5. The result is 0 (non-inhibitor).